Dataset: Full USPTO retrosynthesis dataset with 1.9M reactions from patents (1976-2016). Task: Predict the reactants needed to synthesize the given product. Given the product [F:45][C:46]([F:51])([F:50])[C:47]([OH:49])=[O:48].[NH2:29][CH:19]([CH2:20][C:21]1[CH:26]=[CH:25][C:24]([O:27][CH3:28])=[CH:23][CH:22]=1)[C:18]([N:16]1[CH2:17][C:14]([O:13][CH2:12][CH2:11][CH2:10][CH2:9][O:8][CH2:1][C:2]2[CH:7]=[CH:6][CH:5]=[CH:4][CH:3]=2)([C:38]2[CH:43]=[CH:42][CH:41]=[CH:40][C:39]=2[CH3:44])[CH2:15]1)=[O:37], predict the reactants needed to synthesize it. The reactants are: [CH2:1]([O:8][CH2:9][CH2:10][CH2:11][CH2:12][O:13][C:14]1([C:38]2[CH:43]=[CH:42][CH:41]=[CH:40][C:39]=2[CH3:44])[CH2:17][N:16]([C:18](=[O:37])[C@H:19]([NH:29]C(=O)OC(C)(C)C)[CH2:20][C:21]2[CH:26]=[CH:25][C:24]([O:27][CH3:28])=[CH:23][CH:22]=2)[CH2:15]1)[C:2]1[CH:7]=[CH:6][CH:5]=[CH:4][CH:3]=1.[F:45][C:46]([F:51])([F:50])[C:47]([OH:49])=[O:48].